This data is from NCI-60 drug combinations with 297,098 pairs across 59 cell lines. The task is: Regression. Given two drug SMILES strings and cell line genomic features, predict the synergy score measuring deviation from expected non-interaction effect. Drug 1: CN1CCC(CC1)COC2=C(C=C3C(=C2)N=CN=C3NC4=C(C=C(C=C4)Br)F)OC. Drug 2: C1=CC(=C2C(=C1NCCNCCO)C(=O)C3=C(C=CC(=C3C2=O)O)O)NCCNCCO. Cell line: SN12C. Synergy scores: CSS=61.6, Synergy_ZIP=9.57, Synergy_Bliss=8.29, Synergy_Loewe=1.03, Synergy_HSA=11.5.